Dataset: Full USPTO retrosynthesis dataset with 1.9M reactions from patents (1976-2016). Task: Predict the reactants needed to synthesize the given product. (1) Given the product [CH3:1][C:2]1[N+:3]([O-:4])=[C:15]([C:14]2[CH:17]=[CH:18][C:11]([CH:9]([CH3:10])[CH3:8])=[CH:12][CH:13]=2)[O:6][C:5]=1[CH3:7], predict the reactants needed to synthesize it. The reactants are: [CH3:1]/[C:2](/[C:5]([CH3:7])=[O:6])=[N:3]\[OH:4].[CH3:8][CH:9]([C:11]1[CH:18]=[CH:17][C:14]([CH:15]=O)=[CH:13][CH:12]=1)[CH3:10].Cl. (2) Given the product [I:1][C:12]1[C:4]([CH2:3][OH:13])=[CH:5][C:6]2[O:7][CH2:8][O:9][C:10]=2[CH:11]=1, predict the reactants needed to synthesize it. The reactants are: [I:1]I.[CH2:3]([OH:13])[C:4]1[CH:12]=[CH:11][C:10]2[O:9][CH2:8][O:7][C:6]=2[CH:5]=1. (3) Given the product [Cl:3][CH2:6][C:7]1[C:16]2[C:11](=[CH:12][CH:13]=[CH:14][CH:15]=2)[N:10]=[CH:9][CH:8]=1, predict the reactants needed to synthesize it. The reactants are: S(Cl)([Cl:3])=O.O[CH2:6][C:7]1[C:16]2[C:11](=[CH:12][CH:13]=[CH:14][CH:15]=2)[N:10]=[CH:9][CH:8]=1. (4) The reactants are: [C:1]12([CH:9](O)[CH:8]3[CH2:11][CH:5]1[CH2:6][CH2:7]3)[CH2:4][CH2:3][CH2:2]2.[C-]#[N:13].[Na+].[C:15]([OH:18])(=O)C.S(=O)(=O)(O)O.[OH-].[Na+]. Given the product [CH2:2]1[CH:9]2[C:1]([NH:13][CH:15]=[O:18])([CH:5]3[CH2:11][CH:8]2[CH2:7][CH2:6]3)[CH2:4][CH2:3]1, predict the reactants needed to synthesize it. (5) Given the product [S:1]1[C:5]2[CH:6]=[CH:7][CH:8]=[CH:9][C:4]=2[N:3]=[C:2]1[N:10]1[C:15](=[O:14])[CH:16]=[C:17]([C:19]2[S:20][CH:21]=[CH:22][C:23]=2[Br:24])[NH:11]1, predict the reactants needed to synthesize it. The reactants are: [S:1]1[C:5]2[CH:6]=[CH:7][CH:8]=[CH:9][C:4]=2[N:3]=[C:2]1[NH:10][NH2:11].C([O:14][C:15](=O)[CH2:16][C:17]([C:19]1[S:20][CH:21]=[CH:22][C:23]=1[Br:24])=O)C. (6) Given the product [Cl:38][C:31]1[C:32]([C:34]([F:37])([F:35])[F:36])=[CH:33][C:28]([O:26][C:22]2([CH3:25])[CH2:21][CH2:20][N:19]([CH2:18][C:5]3[C:4]([CH:1]4[CH2:2][CH2:3]4)=[CH:16][C:8]([C:9]([O:11][C:12]([CH3:15])([CH3:14])[CH3:13])=[O:10])=[C:7]([F:17])[CH:6]=3)[CH2:24][CH2:23]2)=[N:29][CH:30]=1, predict the reactants needed to synthesize it. The reactants are: [CH:1]1([C:4]2[C:5]([CH2:18][N:19]3[CH2:24][CH2:23][C:22]([OH:26])([CH3:25])[CH2:21][CH2:20]3)=[CH:6][C:7]([F:17])=[C:8]([CH:16]=2)[C:9]([O:11][C:12]([CH3:15])([CH3:14])[CH3:13])=[O:10])[CH2:3][CH2:2]1.Cl[C:28]1[CH:33]=[C:32]([C:34]([F:37])([F:36])[F:35])[C:31]([Cl:38])=[CH:30][N:29]=1.C[Si]([N-][Si](C)(C)C)(C)C.[Li+]. (7) Given the product [N:1]([CH2:25][C@@H:24]([C:16]1[CH:15]=[CH:14][C:13]([O:12][CH2:5][C:6]2[CH:11]=[CH:10][CH:9]=[CH:8][CH:7]=2)=[C:22]2[C:17]=1[CH:18]=[CH:19][C:20](=[O:23])[NH:21]2)[O:27][Si:28]([C:31]([CH3:34])([CH3:33])[CH3:32])([CH3:30])[CH3:29])=[N+:2]=[N-:3], predict the reactants needed to synthesize it. The reactants are: [N-:1]=[N+:2]=[N-:3].[Na+].[CH2:5]([O:12][C:13]1[CH:14]=[CH:15][C:16]([C@@H:24]([O:27][Si:28]([C:31]([CH3:34])([CH3:33])[CH3:32])([CH3:30])[CH3:29])[CH2:25]Br)=[C:17]2[C:22]=1[NH:21][C:20](=[O:23])[CH:19]=[CH:18]2)[C:6]1[CH:11]=[CH:10][CH:9]=[CH:8][CH:7]=1.O. (8) Given the product [OH:34][NH:33][C:6](=[O:5])[CH:7]=[CH:8][C:9]1[CH:30]=[CH:29][C:12]2[N:13]([CH2:25][CH2:26][CH2:27][OH:28])[C:14]([CH2:16][CH:17]([C:19]3[CH:20]=[CH:21][CH:22]=[CH:23][CH:24]=3)[CH3:18])=[N:15][C:11]=2[CH:10]=1, predict the reactants needed to synthesize it. The reactants are: C[O-].[Na+].C[O:5][C:6](=O)[CH:7]=[CH:8][C:9]1[CH:30]=[CH:29][C:12]2[N:13]([CH2:25][CH2:26][CH2:27][OH:28])[C:14]([CH2:16][CH:17]([C:19]3[CH:24]=[CH:23][CH:22]=[CH:21][CH:20]=3)[CH3:18])=[N:15][C:11]=2[CH:10]=1.Cl.[NH2:33][OH:34]. (9) Given the product [OH:4][CH2:3][C:5]1[CH:12]=[CH:11][CH:10]=[C:9]([N+:13]([O-:15])=[O:14])[C:6]=1[C:7]#[N:8], predict the reactants needed to synthesize it. The reactants are: [BH4-].[Na+].[CH:3]([C:5]1[CH:12]=[CH:11][CH:10]=[C:9]([N+:13]([O-:15])=[O:14])[C:6]=1[C:7]#[N:8])=[O:4].